This data is from Full USPTO retrosynthesis dataset with 1.9M reactions from patents (1976-2016). The task is: Predict the reactants needed to synthesize the given product. (1) Given the product [O:1]([C:8]1[C:9]([C:10]([NH:12][NH:13][C:23](=[O:24])[C:22]2[CH:26]=[CH:27][CH:28]=[C:20]([C:19]([F:18])([F:29])[F:30])[CH:21]=2)=[O:11])=[CH:14][CH:15]=[CH:16][N:17]=1)[C:2]1[CH:3]=[CH:4][CH:5]=[CH:6][CH:7]=1, predict the reactants needed to synthesize it. The reactants are: [O:1]([C:8]1[N:17]=[CH:16][CH:15]=[CH:14][C:9]=1[C:10]([NH:12][NH2:13])=[O:11])[C:2]1[CH:7]=[CH:6][CH:5]=[CH:4][CH:3]=1.[F:18][C:19]([F:30])([F:29])[C:20]1[CH:21]=[C:22]([CH:26]=[CH:27][CH:28]=1)[C:23](Cl)=[O:24]. (2) Given the product [I:8][C:9]1[CH:15]=[CH:14][C:12]([NH:13][C:5](=[O:7])[CH3:6])=[CH:11][CH:10]=1, predict the reactants needed to synthesize it. The reactants are: C(O[C:5](=[O:7])[CH3:6])(=O)C.[I:8][C:9]1[CH:15]=[CH:14][C:12]([NH2:13])=[CH:11][CH:10]=1. (3) Given the product [OH:18][C:8]([C:6]1[CH:5]=[CH:4][N:3]=[C:2]([NH:1][C:19]([NH2:27])=[O:26])[CH:7]=1)([CH3:17])[CH2:9][C:10]1[CH:15]=[CH:14][CH:13]=[CH:12][C:11]=1[CH3:16], predict the reactants needed to synthesize it. The reactants are: [NH2:1][C:2]1[CH:7]=[C:6]([C:8]([OH:18])([CH3:17])[CH2:9][C:10]2[CH:15]=[CH:14][CH:13]=[CH:12][C:11]=2[CH3:16])[CH:5]=[CH:4][N:3]=1.[C:19]([N:27]=C=O)(=[O:26])C1C=CC=CC=1.C(O)C.C(=O)([O-])[O-].[K+].[K+].